Dataset: NCI-60 drug combinations with 297,098 pairs across 59 cell lines. Task: Regression. Given two drug SMILES strings and cell line genomic features, predict the synergy score measuring deviation from expected non-interaction effect. (1) Drug 1: C1CCC(C1)C(CC#N)N2C=C(C=N2)C3=C4C=CNC4=NC=N3. Drug 2: CC12CCC3C(C1CCC2=O)CC(=C)C4=CC(=O)C=CC34C. Cell line: 786-0. Synergy scores: CSS=16.4, Synergy_ZIP=-3.79, Synergy_Bliss=-4.81, Synergy_Loewe=-22.2, Synergy_HSA=-4.06. (2) Drug 1: CN1C(=O)N2C=NC(=C2N=N1)C(=O)N. Drug 2: C1CC(CCC1OC2=C(C(=CC=C2)Cl)F)(CC3=NC(=CC=C3)NC4=NC=CS4)C(=O)O. Cell line: NCIH23. Synergy scores: CSS=62.6, Synergy_ZIP=0.932, Synergy_Bliss=1.19, Synergy_Loewe=1.34, Synergy_HSA=5.04.